From a dataset of Forward reaction prediction with 1.9M reactions from USPTO patents (1976-2016). Predict the product of the given reaction. (1) Given the reactants [Cl:1][C:2]1[CH:3]=[C:4]([C:8]#[C:9][C:10]2[N:11]=[C:12]([CH3:15])[NH:13][CH:14]=2)[CH:5]=[CH:6][CH:7]=1.[Cl:16][C:17]1[CH:22]=[C:21](F)[CH:20]=[CH:19][N:18]=1.C(=O)([O-])[O-].[Cs+].[Cs+], predict the reaction product. The product is: [Cl:16][C:17]1[CH:22]=[C:21]([N:13]2[CH:14]=[C:10]([C:9]#[C:8][C:4]3[CH:5]=[CH:6][CH:7]=[C:2]([Cl:1])[CH:3]=3)[N:11]=[C:12]2[CH3:15])[CH:20]=[CH:19][N:18]=1. (2) Given the reactants [O:1]1[C:5]2[CH:6]=[CH:7][C:8]([C:10]3[O:14][N:13]=[CH:12][C:11]=3[C:15](OCC)=[O:16])=[CH:9][C:4]=2[O:3][CH2:2]1.[H-].C([Al+]CC(C)C)C(C)C.Cl, predict the reaction product. The product is: [O:1]1[C:5]2[CH:6]=[CH:7][C:8]([C:10]3[O:14][N:13]=[CH:12][C:11]=3[CH2:15][OH:16])=[CH:9][C:4]=2[O:3][CH2:2]1. (3) Given the reactants [CH:1]1[C:7]([NH2:8])=[N:6][C:4](=[O:5])[N:3]([C@@H:9]2[O:13][C@H:12]([CH2:14][OH:15])[C@@H:11]([OH:16])[C:10]2([F:18])[F:17])[CH:2]=1.Cl.[CH2:20]([O:32][C:33]([C:35]1[C:36]([C:41](O)=[O:42])=[N:37][CH:38]=[CH:39][N:40]=1)=[O:34])[CH2:21][CH2:22][CH2:23][CH2:24][CH2:25][CH2:26][CH2:27][CH2:28][CH2:29][CH2:30][CH3:31].F[P-](F)(F)(F)(F)F.N1(O[P+](N2CCCC2)(N2CCCC2)N2CCCC2)C2C=CC=CC=2N=N1.O, predict the reaction product. The product is: [CH2:20]([O:32][C:33]([C:35]1[C:36]([C:41](=[O:42])[NH:8][C:7]2[CH:1]=[CH:2][N:3]([C@H:9]3[C:10]([F:17])([F:18])[C@H:11]([OH:16])[C@@H:12]([CH2:14][OH:15])[O:13]3)[C:4](=[O:5])[N:6]=2)=[N:37][CH:38]=[CH:39][N:40]=1)=[O:34])[CH2:21][CH2:22][CH2:23][CH2:24][CH2:25][CH2:26][CH2:27][CH2:28][CH2:29][CH2:30][CH3:31]. (4) Given the reactants [OH:1][CH2:2][CH2:3][C:4]1[CH:9]=[CH:8][C:7]([OH:10])=[CH:6][CH:5]=1.Cl[C:12]1[N:17]=[CH:16][C:15]([Cl:18])=[CH:14][N:13]=1.C([O-])([O-])=O.[K+].[K+], predict the reaction product. The product is: [Cl:18][C:15]1[CH:14]=[N:13][C:12]([O:10][C:7]2[CH:8]=[CH:9][C:4]([CH2:3][CH2:2][OH:1])=[CH:5][CH:6]=2)=[N:17][CH:16]=1. (5) Given the reactants [Br:1][C:2]1[CH:3]=[N:4][C:5]([N:8]([CH3:29])[CH2:9][CH2:10][C@H:11]2[CH2:16][CH2:15][C@H:14]([C:17]([N:19]3[CH2:25][CH2:24][CH2:23][N:22]([CH2:26][CH2:27][OH:28])[CH2:21][CH2:20]3)=[O:18])[CH2:13][CH2:12]2)=[N:6][CH:7]=1.[CH3:30][CH2:31][CH2:32][CH2:33][N:34]=[C:35]=[O:36], predict the reaction product. The product is: [Br:1][C:2]1[CH:3]=[N:4][C:5]([N:8]([CH3:29])[CH2:9][CH2:10][C@H:11]2[CH2:16][CH2:15][C@H:14]([C:17]([N:19]3[CH2:25][CH2:24][CH2:23][N:22]([CH2:26][CH2:27][O:28][C:35](=[O:36])[NH:34][CH2:33][CH2:32][CH2:31][CH3:30])[CH2:21][CH2:20]3)=[O:18])[CH2:13][CH2:12]2)=[N:6][CH:7]=1. (6) The product is: [CH2:9]([C:2]1[S:6][C:5]([CH:7]=[O:8])=[CH:4][CH:3]=1)[CH2:10][CH3:11]. Given the reactants Br[C:2]1[S:6][C:5]([CH:7]=[O:8])=[CH:4][CH:3]=1.[CH2:9](B(O)O)[CH2:10][CH3:11], predict the reaction product. (7) Given the reactants F[C:2]1[C:7]([I:8])=[CH:6][CH:5]=[CH:4][N:3]=1.C([O-])([O-])=O.[Cs+].[Cs+].[CH2:15]([SH:19])[CH2:16][CH2:17][CH3:18], predict the reaction product. The product is: [CH2:15]([S:19][C:2]1[C:7]([I:8])=[CH:6][CH:5]=[CH:4][N:3]=1)[CH2:16][CH2:17][CH3:18]. (8) Given the reactants [Cl:1][C:2]1[C:3]([O:9][C:10]2[CH:15]=[CH:14][C:13]([OH:16])=[CH:12][CH:11]=2)=[N:4][CH:5]=[C:6]([Cl:8])[CH:7]=1.[N:17]1([C:23](Cl)=[O:24])[CH2:22][CH2:21][O:20][CH2:19][CH2:18]1, predict the reaction product. The product is: [Cl:1][C:2]1[C:3]([O:9][C:10]2[CH:15]=[CH:14][C:13]([O:16][C:23]([N:17]3[CH2:22][CH2:21][O:20][CH2:19][CH2:18]3)=[O:24])=[CH:12][CH:11]=2)=[N:4][CH:5]=[C:6]([Cl:8])[CH:7]=1. (9) Given the reactants C(OC(=O)[NH:7][C@H:8]([CH2:30][C:31]1[CH:36]=[C:35]([F:37])[C:34]([F:38])=[CH:33][C:32]=1[F:39])[CH2:9][C:10]([N:12]1[CH2:17][CH2:16][N:15]2[C:18]([C:26]([F:29])([F:28])[F:27])=[N:19][C:20]([C:21](=[O:25])[N:22]([CH3:24])[CH3:23])=[C:14]2[CH2:13]1)=[O:11])(C)(C)C.[ClH:41], predict the reaction product. The product is: [ClH:41].[CH3:24][N:22]([CH3:23])[C:21]([C:20]1[N:19]=[C:18]([C:26]([F:29])([F:27])[F:28])[N:15]2[CH2:16][CH2:17][N:12]([C:10](=[O:11])[CH2:9][C@H:8]([NH2:7])[CH2:30][C:31]3[CH:36]=[C:35]([F:37])[C:34]([F:38])=[CH:33][C:32]=3[F:39])[CH2:13][C:14]=12)=[O:25]. (10) Given the reactants [CH3:1][O:2][C:3]([N:5]1[C@@H:13]2[C@@H:8]([C@@:9]([OH:23])([C:14]#[C:15][C:16]3[CH:17]=[C:18]([CH3:22])[CH:19]=[CH:20][CH:21]=3)[CH2:10][CH2:11][CH2:12]2)[CH2:7][CH2:6]1)=[O:4].[C:24]([O:28][C:29]([NH:31][C@@H:32]([CH2:36][CH2:37][CH2:38][CH2:39][NH:40][C:41]([O:43][C:44]([CH3:47])([CH3:46])[CH3:45])=[O:42])[C:33](O)=[O:34])=[O:30])([CH3:27])([CH3:26])[CH3:25], predict the reaction product. The product is: [CH3:1][O:2][C:3]([N:5]1[C@H:13]2[C@H:8]([C@:9]([O:23][C:33](=[O:34])[C@@H:32]([NH:31][C:29]([O:28][C:24]([CH3:27])([CH3:26])[CH3:25])=[O:30])[CH2:36][CH2:37][CH2:38][CH2:39][NH:40][C:41]([O:43][C:44]([CH3:46])([CH3:47])[CH3:45])=[O:42])([C:14]#[C:15][C:16]3[CH:17]=[C:18]([CH3:22])[CH:19]=[CH:20][CH:21]=3)[CH2:10][CH2:11][CH2:12]2)[CH2:7][CH2:6]1)=[O:4].